The task is: Predict the product of the given reaction.. This data is from Forward reaction prediction with 1.9M reactions from USPTO patents (1976-2016). Given the reactants [NH2:1][CH2:2][C:3]1[CH:8]=[C:7]([CH3:9])[N:6]=[C:5]([CH3:10])[CH:4]=1.[Br:11][C:12]1[S:16][C:15]([S:17](Cl)(=[O:19])=[O:18])=[CH:14][CH:13]=1.C(N(CC)CC)C, predict the reaction product. The product is: [CH3:10][C:5]1[CH:4]=[C:3]([CH2:2][NH:1][S:17]([C:15]2[S:16][C:12]([Br:11])=[CH:13][CH:14]=2)(=[O:19])=[O:18])[CH:8]=[C:7]([CH3:9])[N:6]=1.